From a dataset of NCI-60 drug combinations with 297,098 pairs across 59 cell lines. Regression. Given two drug SMILES strings and cell line genomic features, predict the synergy score measuring deviation from expected non-interaction effect. (1) Synergy scores: CSS=12.4, Synergy_ZIP=-3.98, Synergy_Bliss=2.56, Synergy_Loewe=0.797, Synergy_HSA=2.65. Drug 2: CCN(CC)CCNC(=O)C1=C(NC(=C1C)C=C2C3=C(C=CC(=C3)F)NC2=O)C. Cell line: HS 578T. Drug 1: C1C(C(OC1N2C=NC3=C(N=C(N=C32)Cl)N)CO)O. (2) Drug 1: CC1=C(C=C(C=C1)NC2=NC=CC(=N2)N(C)C3=CC4=NN(C(=C4C=C3)C)C)S(=O)(=O)N.Cl. Drug 2: CC1=C(C=C(C=C1)C(=O)NC2=CC(=CC(=C2)C(F)(F)F)N3C=C(N=C3)C)NC4=NC=CC(=N4)C5=CN=CC=C5. Cell line: A498. Synergy scores: CSS=-6.56, Synergy_ZIP=3.67, Synergy_Bliss=3.65, Synergy_Loewe=-2.39, Synergy_HSA=-1.70. (3) Drug 1: C1=CC(=CC=C1CCC2=CNC3=C2C(=O)NC(=N3)N)C(=O)NC(CCC(=O)O)C(=O)O. Drug 2: CNC(=O)C1=NC=CC(=C1)OC2=CC=C(C=C2)NC(=O)NC3=CC(=C(C=C3)Cl)C(F)(F)F. Cell line: T-47D. Synergy scores: CSS=7.10, Synergy_ZIP=-2.61, Synergy_Bliss=-0.699, Synergy_Loewe=0.605, Synergy_HSA=0.733. (4) Drug 1: CCC(=C(C1=CC=CC=C1)C2=CC=C(C=C2)OCCN(C)C)C3=CC=CC=C3.C(C(=O)O)C(CC(=O)O)(C(=O)O)O. Drug 2: CS(=O)(=O)CCNCC1=CC=C(O1)C2=CC3=C(C=C2)N=CN=C3NC4=CC(=C(C=C4)OCC5=CC(=CC=C5)F)Cl. Cell line: HOP-62. Synergy scores: CSS=-1.00, Synergy_ZIP=-1.55, Synergy_Bliss=-2.99, Synergy_Loewe=-27.8, Synergy_HSA=-3.72.